From a dataset of Forward reaction prediction with 1.9M reactions from USPTO patents (1976-2016). Predict the product of the given reaction. Given the reactants [CH2:1]([N:11]1[CH2:16][CH2:15][N:14]([CH2:17][C:18]([OH:20])=O)[CH2:13][CH2:12]1)[C:2]1[CH:10]=[CH:9][C:8]2[O:7][CH2:6][O:5][C:4]=2[CH:3]=1.O.ON1C2C=CC=CC=2N=N1.Cl.C(N=C=NCCCN(C)C)C.[N+:44]([C:47]1[CH:48]=[CH:49][C:50]([O:53][C:54]2[CH:59]=[CH:58][C:57]([NH2:60])=[CH:56][CH:55]=2)=[N:51][CH:52]=1)([O-:46])=[O:45], predict the reaction product. The product is: [N+:44]([C:47]1[CH:48]=[CH:49][C:50]([O:53][C:54]2[CH:59]=[CH:58][C:57]([NH:60][C:18](=[O:20])[CH2:17][N:14]3[CH2:13][CH2:12][N:11]([CH2:1][C:2]4[CH:10]=[CH:9][C:8]5[O:7][CH2:6][O:5][C:4]=5[CH:3]=4)[CH2:16][CH2:15]3)=[CH:56][CH:55]=2)=[N:51][CH:52]=1)([O-:46])=[O:45].